This data is from Forward reaction prediction with 1.9M reactions from USPTO patents (1976-2016). The task is: Predict the product of the given reaction. (1) Given the reactants [Li]CCCC.C(NC(C)C)(C)C.[Br:13][C:14]1[CH:19]=[CH:18][C:17]([NH2:20])=[C:16]([F:21])[CH:15]=1.Cl[C:23]1[C:28]([C:29]([OH:31])=[O:30])=[CH:27][N:26]=[C:25]([Cl:32])[C:24]=1[F:33], predict the reaction product. The product is: [Br:13][C:14]1[CH:19]=[CH:18][C:17]([NH:20][C:23]2[C:28]([C:29]([OH:31])=[O:30])=[CH:27][N:26]=[C:25]([Cl:32])[C:24]=2[F:33])=[C:16]([F:21])[CH:15]=1. (2) The product is: [CH2:1]([O:8][C:9]([NH:11][C@H:12]1[CH2:16][CH2:15][N:14]([C@H:17]2[CH2:22][CH2:21][C@@H:20]([NH:23][C:24]([O:26][C:27]([CH3:28])([CH3:30])[CH3:29])=[O:25])[CH2:19][C@H:18]2[C:31]([NH2:37])=[O:33])[C:13]1=[O:34])=[O:10])[C:2]1[CH:7]=[CH:6][CH:5]=[CH:4][CH:3]=1. Given the reactants [CH2:1]([O:8][C:9]([NH:11][C@H:12]1[CH2:16][CH2:15][N:14]([C@H:17]2[CH2:22][CH2:21][C@@H:20]([NH:23][C:24]([O:26][C:27]([CH3:30])([CH3:29])[CH3:28])=[O:25])[CH2:19][C@H:18]2[C:31]([OH:33])=O)[C:13]1=[O:34])=[O:10])[C:2]1[CH:7]=[CH:6][CH:5]=[CH:4][CH:3]=1.CC[N:37]=C=NCCCN(C)C.Cl.ON1C2C=CC=CC=2N=N1, predict the reaction product. (3) Given the reactants Cl.[Cl:2][C:3]1[CH:4]=[C:5]([NH:10][C:11]([N:13]2[CH2:18][CH2:17][NH:16][CH2:15][CH2:14]2)=[O:12])[CH:6]=[CH:7][C:8]=1[Cl:9].C(N(CC)C(C)C)(C)C.CN(C)CCCN=C=NCC.[C:39]([O:43][C:44]([N:46]1[CH2:51][CH2:50][CH2:49][CH:48]([C:52](O)=[O:53])[CH2:47]1)=[O:45])([CH3:42])([CH3:41])[CH3:40].ON1C2C=CC=CC=2N=N1, predict the reaction product. The product is: [Cl:2][C:3]1[CH:4]=[C:5]([NH:10][C:11]([N:13]2[CH2:18][CH2:17][N:16]([C:52]([CH:48]3[CH2:49][CH2:50][CH2:51][N:46]([C:44]([O:43][C:39]([CH3:42])([CH3:41])[CH3:40])=[O:45])[CH2:47]3)=[O:53])[CH2:15][CH2:14]2)=[O:12])[CH:6]=[CH:7][C:8]=1[Cl:9]. (4) Given the reactants CC(C[AlH]CC(C)C)C.C1(C)C=CC=CC=1.C([O:19][C:20](=O)/[CH:21]=[C:22](/[C:29]1[CH:34]=[CH:33][C:32]([Br:35])=[CH:31][CH:30]=1)\[C:23]1[CH:28]=[CH:27][CH:26]=[CH:25][CH:24]=1)C.O, predict the reaction product. The product is: [Br:35][C:32]1[CH:31]=[CH:30][C:29](/[C:22](/[C:23]2[CH:24]=[CH:25][CH:26]=[CH:27][CH:28]=2)=[CH:21]/[CH2:20][OH:19])=[CH:34][CH:33]=1. (5) Given the reactants CN([CH:9]=[O:10])C1C=CC=CC=1.O=P(Cl)(Cl)Cl.[CH3:16][O:17][C:18]1[CH:23]=[CH:22][C:21]([O:24][CH3:25])=[CH:20][C:19]=1[CH3:26].C([O-])(=O)C.[Na+], predict the reaction product. The product is: [CH3:25][O:24][C:21]1[CH:20]=[C:19]([CH3:26])[C:18]([O:17][CH3:16])=[CH:23][C:22]=1[CH:9]=[O:10]. (6) Given the reactants C([O:8][C:9]1[CH:46]=[CH:45][C:12]([O:13][CH2:14][C@@H:15]([OH:44])[CH2:16][NH:17][CH2:18][CH2:19][C:20]2[CH:43]=[CH:42][C:23]([O:24][CH:25]3[CH2:30][CH2:29][N:28]([C:31]([NH:33][CH2:34][CH2:35][CH2:36][CH2:37][CH2:38][CH2:39][CH2:40][CH3:41])=[O:32])[CH2:27][CH2:26]3)=[CH:22][CH:21]=2)=[CH:11][CH:10]=1)C1C=CC=CC=1, predict the reaction product. The product is: [OH:44][C@H:15]([CH2:14][O:13][C:12]1[CH:45]=[CH:46][C:9]([OH:8])=[CH:10][CH:11]=1)[CH2:16][NH:17][CH2:18][CH2:19][C:20]1[CH:21]=[CH:22][C:23]([O:24][CH:25]2[CH2:26][CH2:27][N:28]([C:31]([NH:33][CH2:34][CH2:35][CH2:36][CH2:37][CH2:38][CH2:39][CH2:40][CH3:41])=[O:32])[CH2:29][CH2:30]2)=[CH:42][CH:43]=1.